Dataset: hERG Central: cardiac toxicity at 1µM, 10µM, and general inhibition. Task: Predict hERG channel inhibition at various concentrations. (1) The molecule is O=C(c1ccccc1)c1cccc(NC(=O)c2ccc(Br)o2)c1. Results: hERG_inhib (hERG inhibition (general)): blocker. (2) The molecule is CCN(Cc1ccccc1)S(=O)(=O)c1cc(C(=O)NCCCN(C)C)ccc1OC. Results: hERG_inhib (hERG inhibition (general)): blocker. (3) Results: hERG_inhib (hERG inhibition (general)): blocker. The drug is Cn1cc(CN2CCC(C(O)CCc3ccccc3)CC2)c(-c2ccccc2F)n1. (4) The drug is N#Cc1ccc(N2CCCNCC2)nc1. Results: hERG_inhib (hERG inhibition (general)): blocker. (5) The molecule is CC(C)Cc1ccc(C(C)C(N)=Nc2ccc(O)cc2)cc1.Cl. Results: hERG_inhib (hERG inhibition (general)): blocker. (6) The drug is CCN(CC(=O)NCc1ccc(F)cc1)C(=O)c1cccnc1SC. Results: hERG_inhib (hERG inhibition (general)): blocker.